From a dataset of Forward reaction prediction with 1.9M reactions from USPTO patents (1976-2016). Predict the product of the given reaction. (1) Given the reactants [NH:1]1[CH2:5][CH2:4][CH2:3][CH2:2]1.[CH3:6][C:7]1([CH3:32])[CH:11](O)[C:10]2[C:13]([CH3:31])=[C:14]([N:19]3[CH:24]=[CH:23][N:22]([C:25]4[CH:30]=[CH:29][CH:28]=[CH:27][CH:26]=4)[CH:21]=[CH:20]3)[C:15]([CH3:18])=[C:16]([CH3:17])[C:9]=2[O:8]1.[ClH:33], predict the reaction product. The product is: [ClH:33].[CH3:6][C:7]1([CH3:32])[CH:11]([N:1]2[CH2:5][CH2:4][CH2:3][CH2:2]2)[C:10]2[C:13]([CH3:31])=[C:14]([N:19]3[CH2:24][CH2:23][N:22]([C:25]4[CH:30]=[CH:29][CH:28]=[CH:27][CH:26]=4)[CH2:21][CH2:20]3)[C:15]([CH3:18])=[C:16]([CH3:17])[C:9]=2[O:8]1. (2) Given the reactants [CH3:1][N:2]1[CH:6]=[CH:5][C:4]([NH:7][C:8](=[O:29])[C:9]2[CH:14]=[C:13]([O:15][C@H:16]3[CH2:20][CH2:19][O:18][CH2:17]3)[CH:12]=[C:11]([O:21]CC3C=CC=CC=3)[CH:10]=2)=[N:3]1.C([O-])=O.[NH4+], predict the reaction product. The product is: [OH:21][C:11]1[CH:10]=[C:9]([CH:14]=[C:13]([O:15][C@H:16]2[CH2:20][CH2:19][O:18][CH2:17]2)[CH:12]=1)[C:8]([NH:7][C:4]1[CH:5]=[CH:6][N:2]([CH3:1])[N:3]=1)=[O:29]. (3) Given the reactants [NH2:1][CH2:2][C@H:3]1[CH2:7][CH2:6][N:5]([C:8]([O:10][C:11]([CH3:14])([CH3:13])[CH3:12])=[O:9])[CH2:4]1.[Cl:15][C:16]1[CH:24]=[CH:23][C:19]([C:20](O)=[O:21])=[CH:18][N:17]=1, predict the reaction product. The product is: [C:11]([O:10][C:8]([N:5]1[CH2:6][CH2:7][C@H:3]([CH2:2][NH:1][C:20]([C:19]2[CH:18]=[N:17][C:16]([Cl:15])=[CH:24][CH:23]=2)=[O:21])[CH2:4]1)=[O:9])([CH3:14])([CH3:13])[CH3:12]. (4) Given the reactants [Br:1][C:2]1[CH:3]=[CH:4][C:5]2[N:6]([C:8](I)=[CH:9][N:10]=2)[CH:7]=1.[C:12]([C:14]1[CH:19]=[CH:18][C:17](B(O)O)=[CH:16][CH:15]=1)#[N:13], predict the reaction product. The product is: [Br:1][C:2]1[CH:3]=[CH:4][C:5]2[N:6]([C:8]([C:17]3[CH:18]=[CH:19][C:14]([C:12]#[N:13])=[CH:15][CH:16]=3)=[CH:9][N:10]=2)[CH:7]=1. (5) Given the reactants [CH3:1][C:2]1[C:6]([NH:7][C:8]([O:10][C@@H:11]([C:13]2[CH:18]=[CH:17][CH:16]=[CH:15][CH:14]=2)[CH3:12])=[O:9])=[C:5]([C:19]2[CH:24]=[CH:23][C:22]([C:25]3[CH:30]=[CH:29][C:28]([C:31]4([C:34]([OH:36])=[O:35])[CH2:33][CH2:32]4)=[CH:27][CH:26]=3)=[CH:21][CH:20]=2)[O:4][N:3]=1.C1(C(O)C)C=CC=CC=1, predict the reaction product. The product is: [CH3:1][C:2]1[C:6]([NH:7][C:8]([O:10][CH:11]([C:13]2[CH:14]=[CH:15][CH:16]=[CH:17][CH:18]=2)[CH3:12])=[O:9])=[C:5]([C:19]2[CH:24]=[CH:23][C:22]([C:25]3[CH:26]=[CH:27][C:28]([C:31]4([C:34]([OH:36])=[O:35])[CH2:33][CH2:32]4)=[CH:29][CH:30]=3)=[CH:21][CH:20]=2)[O:4][N:3]=1. (6) The product is: [CH2:19]([O:21][CH2:22][CH2:23][CH2:24][CH2:25][O:1][C:2]1[CH:3]=[C:4]([CH2:8][NH:9][C:10](=[O:18])[C:11]2[CH:16]=[CH:15][CH:14]=[N:13][C:12]=2[NH2:17])[CH:5]=[CH:6][CH:7]=1)[CH3:20]. Given the reactants [OH:1][C:2]1[CH:3]=[C:4]([CH2:8][NH:9][C:10](=[O:18])[C:11]2[CH:16]=[CH:15][CH:14]=[N:13][C:12]=2[NH2:17])[CH:5]=[CH:6][CH:7]=1.[CH2:19]([O:21][CH2:22][CH2:23][CH2:24][CH3:25])[CH3:20].CC1C=CC(S(O)(=O)=O)=CC=1.C(=O)([O-])[O-].[Cs+].[Cs+].CN(C=O)C, predict the reaction product. (7) Given the reactants Br[Zn][CH2:3][CH2:4][CH2:5][CH2:6][CH2:7][CH2:8][CH2:9][CH2:10][C:11]([O:13][CH2:14][CH3:15])=[O:12].FC(F)(F)S(O[C:22]1[C:27]([CH3:29])([CH3:28])[CH2:26][CH2:25][CH2:24][C:23]=1[CH3:30])(=O)=O.C(OCC)C, predict the reaction product. The product is: [CH3:30][C:23]1[CH2:24][CH2:25][CH2:26][C:27]([CH3:29])([CH3:28])[C:22]=1[CH2:3][CH2:4][CH2:5][CH2:6][CH2:7][CH2:8][CH2:9][CH2:10][C:11]([O:13][CH2:14][CH3:15])=[O:12].